Dataset: Catalyst prediction with 721,799 reactions and 888 catalyst types from USPTO. Task: Predict which catalyst facilitates the given reaction. (1) Reactant: [F:1][C:2]1[CH:7]=[CH:6][CH:5]=[C:4]([F:8])[C:3]=1[CH2:9][CH2:10][CH2:11][NH:12][CH:13]([C:21]1[C:26]([CH3:27])=[CH:25][CH:24]=[CH:23][C:22]=1[CH3:28])[CH2:14][N:15]1[CH2:20][CH2:19][CH2:18][CH2:17][CH2:16]1.CCN(C(C)C)C(C)C.[C:38](O)(=[O:40])[CH3:39].CN(C(ON1N=NC2C=CC=CC1=2)=[N+](C)C)C.[B-](F)(F)(F)F.C([O-])(O)=O.[Na+]. Product: [F:8][C:4]1[CH:5]=[CH:6][CH:7]=[C:2]([F:1])[C:3]=1[CH2:9][CH2:10][CH2:11][N:12]([CH:13]([C:21]1[C:26]([CH3:27])=[CH:25][CH:24]=[CH:23][C:22]=1[CH3:28])[CH2:14][N:15]1[CH2:16][CH2:17][CH2:18][CH2:19][CH2:20]1)[C:38](=[O:40])[CH3:39]. The catalyst class is: 56. (2) Reactant: Cl.[CH:2]1([CH2:5][CH2:6][NH2:7])[CH2:4][CH2:3]1.C(N(C(C)C)CC)(C)C.[N:17]([C:20]1[CH:25]=[CH:24][C:23]([C:26]2[S:27][CH:28]=[CH:29][CH:30]=2)=[CH:22][CH:21]=1)=[C:18]=[O:19].[C:31](Cl)(=[O:36])[CH2:32][C:33](Cl)=[O:34]. Product: [CH:2]1([CH2:5][CH2:6][N:7]2[C:33](=[O:34])[CH2:32][C:31](=[O:36])[N:17]([C:20]3[CH:21]=[CH:22][C:23]([C:26]4[S:27][CH:28]=[CH:29][CH:30]=4)=[CH:24][CH:25]=3)[C:18]2=[O:19])[CH2:4][CH2:3]1. The catalyst class is: 22. (3) The catalyst class is: 177. Reactant: [Br:1][C:2]1[CH:7]=[CH:6][C:5]([CH:8]([OH:24])[C:9]2[CH:14]=[C:13]([Cl:15])[CH:12]=[CH:11][C:10]=2[NH:16][C:17](=[O:23])[O:18][C:19]([CH3:22])([CH3:21])[CH3:20])=[CH:4][CH:3]=1. Product: [C:19]([O:18][C:17](=[O:23])[NH:16][C:10]1[CH:11]=[CH:12][C:13]([Cl:15])=[CH:14][C:9]=1[C:8](=[O:24])[C:5]1[CH:4]=[CH:3][C:2]([Br:1])=[CH:7][CH:6]=1)([CH3:22])([CH3:20])[CH3:21]. (4) Reactant: [C:1]([O:5][C:6](=[O:39])[CH2:7][CH2:8][C:9]1[CH:14]=[CH:13][C:12]([O:15][CH2:16][CH2:17][C:18]2[N:19]=[C:20]([C:24]3[CH:29]=[CH:28][CH:27]=[CH:26][CH:25]=3)[O:21][C:22]=2[CH3:23])=[CH:11][C:10]=1[CH2:30][N:31](C)[C:32](=O)C(F)(F)F)([CH3:4])([CH3:3])[CH3:2].[OH-].[Na+]. Product: [C:1]([O:5][C:6](=[O:39])[CH2:7][CH2:8][C:9]1[CH:14]=[CH:13][C:12]([O:15][CH2:16][CH2:17][C:18]2[N:19]=[C:20]([C:24]3[CH:25]=[CH:26][CH:27]=[CH:28][CH:29]=3)[O:21][C:22]=2[CH3:23])=[CH:11][C:10]=1[CH2:30][NH:31][CH3:32])([CH3:4])([CH3:3])[CH3:2]. The catalyst class is: 92. (5) Reactant: [NH2:1][C:2]1[C:7]([C:8]([OH:10])=O)=[C:6]([NH:11][C@@H:12]([C:15]2[N:24]([C:25]3[CH:30]=[CH:29][CH:28]=[CH:27][CH:26]=3)[C:23](=[O:31])[C:22]3[C:17](=[CH:18][CH:19]=[CH:20][C:21]=3[Cl:32])[N:16]=2)[CH2:13][CH3:14])[N:5]=[CH:4][N:3]=1.[C:33]([NH:36][NH2:37])(=[O:35])[CH3:34].CCN=C=NCCCN(C)C.C1C=NC2N(O)N=NC=2C=1. Product: [C:33]([NH:36][NH:37][C:8]([C:7]1[C:2]([NH2:1])=[N:3][CH:4]=[N:5][C:6]=1[NH:11][C@H:12]([C:15]1[N:24]([C:25]2[CH:26]=[CH:27][CH:28]=[CH:29][CH:30]=2)[C:23](=[O:31])[C:22]2[C:17](=[CH:18][CH:19]=[CH:20][C:21]=2[Cl:32])[N:16]=1)[CH2:13][CH3:14])=[O:10])(=[O:35])[CH3:34]. The catalyst class is: 2.